From a dataset of Reaction yield outcomes from USPTO patents with 853,638 reactions. Predict the reaction yield, written as a fraction of the theoretical maximum amount of product (1.0 means a 100% yield; for example, 0.34 means a 34% yield). (1) The reactants are [N+:1]([C:4]1[CH:8]=[CH:7][NH:6][N:5]=1)([O-:3])=[O:2].Cl[CH2:10][CH:11]([OH:15])[CH2:12][O:13][CH3:14].C(=O)([O-])[O-].[Cs+].[Cs+]. The catalyst is O1CCOCC1.C(OCC)(=O)C.[I-].[K+]. The product is [CH3:14][O:13][CH2:12][CH:11]([OH:15])[CH2:10][N:6]1[CH:7]=[CH:8][C:4]([N+:1]([O-:3])=[O:2])=[N:5]1. The yield is 0.510. (2) The reactants are [Br:1][C:2]1[N:3]=[C:4]([C:20]#[C:21][CH3:22])[S:5][C:6]=1[C:7]1[N:11]=[CH:10][N:9]([CH2:12][O:13][CH2:14][CH2:15][Si:16]([CH3:19])([CH3:18])[CH3:17])[N:8]=1.[I-].[NH2:24][N+:25]1[CH:30]=[CH:29][CH:28]=[CH:27][CH:26]=1.C(=O)([O-])[O-].[K+].[K+].CN(C)C=O. No catalyst specified. The product is [Br:1][C:2]1[N:3]=[C:4]([C:20]2[C:21]([CH3:22])=[N:24][N:25]3[CH:30]=[CH:29][CH:28]=[CH:27][C:26]=23)[S:5][C:6]=1[C:7]1[N:11]=[CH:10][N:9]([CH2:12][O:13][CH2:14][CH2:15][Si:16]([CH3:19])([CH3:18])[CH3:17])[N:8]=1. The yield is 0.648. (3) The reactants are [CH3:1][S:2][C:3]1[CH:8]=[CH:7][C:6](B(O)O)=[CH:5][CH:4]=1.Br[C:13]1[N:18]=[CH:17][C:16]([O:19][CH2:20][CH:21]2[CH2:26][CH2:25][N:24]([C:27]([O:29][CH:30]([CH3:32])[CH3:31])=[O:28])[CH2:23][CH2:22]2)=[CH:15][CH:14]=1.C([O-])([O-])=O.[Na+].[Na+]. The catalyst is Cl[Pd](Cl)([P](C1C=CC=CC=1)(C1C=CC=CC=1)C1C=CC=CC=1)[P](C1C=CC=CC=1)(C1C=CC=CC=1)C1C=CC=CC=1.COCCOC. The product is [CH3:1][S:2][C:3]1[CH:8]=[CH:7][C:6]([C:13]2[N:18]=[CH:17][C:16]([O:19][CH2:20][CH:21]3[CH2:22][CH2:23][N:24]([C:27]([O:29][CH:30]([CH3:32])[CH3:31])=[O:28])[CH2:25][CH2:26]3)=[CH:15][CH:14]=2)=[CH:5][CH:4]=1. The yield is 0.900.